Task: Predict the reaction yield, written as a fraction of the theoretical maximum amount of product (1.0 means a 100% yield; for example, 0.34 means a 34% yield).. Dataset: Reaction yield outcomes from USPTO patents with 853,638 reactions (1) The reactants are [Cl:1][C:2]1[CH:25]=[CH:24][CH:23]=[CH:22][C:3]=1[C:4]([NH:6][C:7]1[C:8](Cl)=[N:9][CH:10]=[N:11][C:12]=1[NH:13][C:14]1[CH:19]=[CH:18][C:17]([Cl:20])=[CH:16][CH:15]=1)=O.[OH:26]S(O)(=O)=O.O. The catalyst is C(O)(C)C. The product is [Cl:20][C:17]1[CH:18]=[CH:19][C:14]([N:13]2[C:4]([C:3]3[CH:22]=[CH:23][CH:24]=[CH:25][C:2]=3[Cl:1])=[N:6][C:7]3[C:12]2=[N:11][CH:10]=[N:9][C:8]=3[OH:26])=[CH:15][CH:16]=1. The yield is 0.800. (2) The reactants are [Cl:1][C:2]1[CH:7]=[CH:6][C:5]([S:8]([N:11]([C@H:19]([CH2:23][CH:24]([CH3:26])[CH3:25])[C:20]([NH2:22])=[O:21])[CH2:12][CH:13]2[CH2:18][CH2:17][NH:16][CH2:15][CH2:14]2)(=[O:10])=[O:9])=[CH:4][CH:3]=1.CCN(CC)CC.Cl.[C:35](Cl)(=[O:42])[C:36]1[CH:41]=[CH:40][N:39]=[CH:38][CH:37]=1.C([O-])(O)=O.[Na+]. The catalyst is C(Cl)Cl.CCOC(C)=O. The product is [Cl:1][C:2]1[CH:7]=[CH:6][C:5]([S:8]([N:11]([C@H:19]([CH2:23][CH:24]([CH3:26])[CH3:25])[C:20]([NH2:22])=[O:21])[CH2:12][CH:13]2[CH2:14][CH2:15][N:16]([C:35]([C:36]3[CH:41]=[CH:40][N:39]=[CH:38][CH:37]=3)=[O:42])[CH2:17][CH2:18]2)(=[O:9])=[O:10])=[CH:4][CH:3]=1. The yield is 0.300. (3) The reactants are [CH2:1]([NH2:4])[CH:2]=[CH2:3].[CH3:5][C@@H:6]1[CH2:28][C:27]2[C:29](=[O:30])[C:22](=[C:23]([C:33]3C=CC=[CH:35][CH:34]=3)[C:24]([C:26]=2OC)=[O:25])[NH:21][C:19](=[O:20])[C:18]([CH3:39])=[CH:17][CH:16]=[CH:15][C@H:14]([O:40][CH3:41])[C@@H:13]([O:42][C:43]([NH2:45])=[O:44])[C:12]([CH3:46])=[CH:11][C@H:10]([CH3:47])[C@@H:9]([OH:48])[C@@H:8]([O:49][CH3:50])[CH2:7]1.[CH2:51]1[CH2:55][O:54][CH2:53][CH2:52]1. No catalyst specified. The product is [C:43](=[O:44])([O:42][C@@H:13]1[C@@H:14]([O:40][CH3:41])[CH:15]=[CH:16][CH:17]=[C:18]([CH3:39])[C:19](=[O:20])[NH:21][C:22]2[C:29](=[O:30])[C:27]([CH2:28][C@@H:6]([CH3:5])[CH2:7][C@H:8]([O:49][CH3:50])[C@H:9]([OH:48])[C@@H:10]([CH3:47])[CH:11]=[C:12]1[CH3:46])=[C:26]([NH:4][CH2:1][CH:2]=[CH2:3])[C:24](=[O:25])[C:23]=2[C:33]1[CH:52]=[CH:51][C:55]([O:54][CH3:53])=[CH:35][CH:34]=1)[NH2:45]. The yield is 1.00.